This data is from Reaction yield outcomes from USPTO patents with 853,638 reactions. The task is: Predict the reaction yield, written as a fraction of the theoretical maximum amount of product (1.0 means a 100% yield; for example, 0.34 means a 34% yield). (1) The reactants are [OH:1][C:2]1[CH:3]=[CH:4][C:5]2[S:10][C:9]([C:11]3[CH:16]=[CH:15][CH:14]=[CH:13][N:12]=3)=[N:8][C:7](=[O:17])[C:6]=2[CH:18]=1.[CH2:19](Br)[CH:20]([CH3:22])[CH3:21].C(=O)([O-])[O-].[K+].[K+].CN(C=O)C. The catalyst is O. The product is [CH2:19]([O:1][C:2]1[CH:3]=[CH:4][C:5]2[S:10][C:9]([C:11]3[CH:16]=[CH:15][CH:14]=[CH:13][N:12]=3)=[N:8][C:7](=[O:17])[C:6]=2[CH:18]=1)[CH:20]([CH3:22])[CH3:21]. The yield is 0.190. (2) The reactants are [Cl:1][C:2]1[N:3]=[C:4]([O:20][C:21]2([CH3:25])[CH2:24][CH2:23][CH2:22]2)[C:5]2[C:10](I)=[CH:9][N:8]([CH2:12][O:13][CH2:14][CH2:15][Si:16]([CH3:19])([CH3:18])[CH3:17])[C:6]=2[N:7]=1.[CH3:26][C:27]1[O:28][C:29]2[CH:35]=[C:34](B3OC(C)(C)C(C)(C)O3)[CH:33]=[CH:32][C:30]=2[N:31]=1.P([O-])([O-])([O-])=O.[K+].[K+].[K+].O1CCOCC1. The catalyst is O. The product is [Cl:1][C:2]1[N:3]=[C:4]([O:20][C:21]2([CH3:25])[CH2:24][CH2:23][CH2:22]2)[C:5]2[C:10]([C:34]3[CH:33]=[CH:32][C:30]4[N:31]=[C:27]([CH3:26])[O:28][C:29]=4[CH:35]=3)=[CH:9][N:8]([CH2:12][O:13][CH2:14][CH2:15][Si:16]([CH3:19])([CH3:18])[CH3:17])[C:6]=2[N:7]=1. The yield is 0.490. (3) The reactants are [CH3:1][C:2]1([CH3:18])[CH2:11][CH2:10][C:5]2(OCC[O:6]2)[C:4]([C:12]2[N:16]([CH3:17])[N:15]=[CH:14][CH:13]=2)=[CH:3]1.Cl.[OH-].[Na+]. The catalyst is C1COCC1. The product is [CH3:1][C:2]1([CH3:18])[CH2:11][CH2:10][C:5](=[O:6])[C:4]([C:12]2[N:16]([CH3:17])[N:15]=[CH:14][CH:13]=2)=[CH:3]1. The yield is 0.910. (4) The reactants are C[O-].[Na+].C([O:12][CH2:13][C@:14]1([O:48][CH2:47][C@@H:37]([O:38]C(=O)C2C=CC=CC=2)[C@@H:27]([O:28]C(=O)C2C=CC=CC=2)[C@@H:17]1[O:18]C(=O)C1C=CC=CC=1)[O:15][CH3:16])(=O)C1C=CC=CC=1. The catalyst is CO. The product is [CH3:16][O:15][C@@:14]1([O:48][CH2:47][C@@H:37]([OH:38])[C@@H:27]([OH:28])[C@@H:17]1[OH:18])[CH2:13][OH:12]. The yield is 0.810. (5) The reactants are Br[CH2:2][CH2:3][OH:4].C(N(CC)C(C)C)(C)C.[NH:14]1[CH2:17][CH:16]([O:18][C:19]2[CH:24]=[CH:23][C:22]([NH:25][C:26]3[N:31]=[C:30]([C:32]4[N:36]5[CH:37]=[CH:38][CH:39]=[CH:40][C:35]5=[N:34][CH:33]=4)[C:29]([Cl:41])=[CH:28][N:27]=3)=[C:21]([O:42][CH3:43])[CH:20]=2)[CH2:15]1. The catalyst is CN(C=O)C. The product is [Cl:41][C:29]1[C:30]([C:32]2[N:36]3[CH:37]=[CH:38][CH:39]=[CH:40][C:35]3=[N:34][CH:33]=2)=[N:31][C:26]([NH:25][C:22]2[CH:23]=[CH:24][C:19]([O:18][CH:16]3[CH2:15][N:14]([CH2:2][CH2:3][OH:4])[CH2:17]3)=[CH:20][C:21]=2[O:42][CH3:43])=[N:27][CH:28]=1. The yield is 0.260. (6) The reactants are C[O:2][C:3]([C:5]1[N:6]=[C:7]2[C:12]([C:13]#[N:14])=[CH:11][C:10]([C:15]3[CH:19]=[CH:18][O:17][CH:16]=3)=[CH:9][N:8]2[C:20]=1[Cl:21])=[O:4].C[Si](C)(C)[O-].[K+].O.C(O)(=O)CC(CC(O)=O)(C(O)=O)O. The catalyst is C1COCC1.CCOC(C)=O. The product is [Cl:21][C:20]1[N:8]2[CH:9]=[C:10]([C:15]3[CH:19]=[CH:18][O:17][CH:16]=3)[CH:11]=[C:12]([C:13]#[N:14])[C:7]2=[N:6][C:5]=1[C:3]([OH:4])=[O:2]. The yield is 0.660. (7) The reactants are [Cl:1][C:2]1[CH:10]=[C:9]2[C:5]([C:6]3([CH2:15][CH2:14][CH2:13][CH2:12]3)[C:7](=O)[NH:8]2)=[CH:4][CH:3]=1.CO. The catalyst is C1COCC1. The product is [Cl:1][C:2]1[CH:10]=[C:9]2[C:5]([C:6]3([CH2:15][CH2:14][CH2:13][CH2:12]3)[CH2:7][NH:8]2)=[CH:4][CH:3]=1. The yield is 0.880.